This data is from Catalyst prediction with 721,799 reactions and 888 catalyst types from USPTO. The task is: Predict which catalyst facilitates the given reaction. Reactant: [C:1]([C:3]1[CH:4]=[C:5]([CH:28]=[CH:29][CH:30]=1)[CH2:6][C:7]1[CH:27]=[CH:26][CH:25]=[CH:24][C:8]=1[CH:9]=[N:10][CH:11]([C:18]1[CH:23]=[CH:22][CH:21]=[CH:20][CH:19]=1)[C:12]1[CH:17]=[CH:16][CH:15]=[CH:14][CH:13]=1)#[N:2].[CH3:31][C:32](C)([O-])[CH3:33].[K+].C(Br)C#C. Product: [C:18]1([C:11]([C:12]2[CH:17]=[CH:16][CH:15]=[CH:14][CH:13]=2)=[N:10][CH:9]([CH2:33][C:32]#[CH:31])[C:8]2[CH:24]=[CH:25][CH:26]=[CH:27][C:7]=2[CH2:6][C:5]2[CH:28]=[CH:29][CH:30]=[C:3]([C:1]#[N:2])[CH:4]=2)[CH:19]=[CH:20][CH:21]=[CH:22][CH:23]=1. The catalyst class is: 627.